From a dataset of Experimentally validated miRNA-target interactions with 360,000+ pairs, plus equal number of negative samples. Binary Classification. Given a miRNA mature sequence and a target amino acid sequence, predict their likelihood of interaction. (1) The miRNA is hsa-miR-328-5p with sequence GGGGGGGCAGGAGGGGCUCAGGG. The protein sequence of the target gene is MAERRRHKKRIQEVGEPSKEEKAVAKYLRFNCPTKSTNMMGHRVDYFIASKAVDCLLDSKWAKAKKGEEALFTTRESVVDYCNRLLKKQFFHRALKVMKMKYDKDIKKEKDKGKAESGKEEDKKSKKENIKDEKTKKEKEKKKDGEKEESKKEETPGTPKKKETKKKFKLEPHDDQVFLDGNEVYVWIYDPVHFKTFVMGLILVIAVIAATLFPLWPAEMRVGVYYLSVGAGCFVASILLLAVARCILFLIIWLITGGRHHFWFLPNLTADVGFIDSFRPLYTHEYKGPKADLKKDEKSE.... Result: 0 (no interaction). (2) Result: 1 (interaction). The protein sequence of the target gene is MHDLPPDSGARRGGRGLADHSFPAGARAPGQPPSRGAAYRRACPRDGERGGGGRPRQQVSPPRSPQREPRGGQLRTPRMRPSCSRSLESLRVGAKPPPFQRWPSDSWIRCGAHRDWDEPPPRGGRMDGWSGDRARAAAPTGLQPPGCKDHGCSSGSPFRDPAGSSVIRSGKGDRQEGPSFLRPPAVTVKKLQKWMYKGRLLSLGMKGRARGTAPKVTGTQAASPNVGALKVRENRVLSVPPDQRITLTDLFENAYGSSMKGRELEELKDNIEFRGHKPLNSITVSKKRNWLYQSTLRPLN.... The miRNA is hsa-miR-371b-5p with sequence ACUCAAAAGAUGGCGGCACUUU. (3) The miRNA is hsa-miR-6130 with sequence UGAGGGAGUGGAUUGUAUG. The protein sequence of the target gene is MAALVRPARFVVRPLLQVVQAWDLDARRWVRALRRSPVKVVFPSGEVVEQKRAPGKQPRKAPSEASAQEQREKQPLEESASRAPSTWEESGLRYDKAYPGDRRLSSVMTIVKSRPFREKQGKILLEGRRLISDALKAGAVPKMFFFSRLEYLKELPVDKLKGVSLIKVKFEDIKDWSDLVTPQGIMGIFAKPDHVKMTYPKTQLQHSLPLLLICDNLRDPGNLGTILRSAAGAGCSKVLLTKGCVDAWEPKVLRAGMGAHFRMPIINNLEWETVPNYLPPDTRVYVADNCGLYAQAEMSN.... Result: 1 (interaction). (4) The miRNA is hsa-miR-373-3p with sequence GAAGUGCUUCGAUUUUGGGGUGU. The protein sequence of the target gene is MAAAAARVVLSSAARRRLWGFSESLLIRGAAGRSLYFGENRLRSTQAATQVVLNVPETRVTCLESGLRVASEDSGLSTCTVGLWIDAGSRYENEKNNGTAHFLEHMAFKGTKKRSQLDLELEIENMGAHLNAYTSREQTVYYAKAFSKDLPRAVEILADIIQNSTLGEAEIERERGVILREMQEVETNLQEVVFDYLHATAYQNTALGRTILGPTENIKSISRKDLVDYITTHYKGPRIVLAAAGGVSHDELLDLAKFHFGDSLCTHKGEIPALPPCKFTGSEIRVRDDKMPLAHLAIAV.... Result: 0 (no interaction). (5) The miRNA is mmu-miR-1942 with sequence UCAGAUGUCUUCAUCUGGUUG. The protein sequence of the target gene is MWSLTANEDESTTAHFFLGAGDEGLGTCGIGMRTEESDSELLEDEEDEVPPEPQIIVGICAMTKKSKSKPMTQILERLCRFDYLTVVILGEDVILNEPVENWPSCHCLISFHSKGFPLDKAVAYSKLRNPFLINDLAMQYYIQDRREVYRILQEEGIDLPRYAVLNRDPACPEECSLIEGEDQVEVNGAVFPKPFVEKPVSAEDHNVYIYYPSSAGGGSQRLFRKIGSRSSVYSPESSVRKTGSYIYEEFMPTDGTDVKVYTVGPDYAHAEARKSPALDGKVERDSEGKEVRYPVMLTAM.... Result: 0 (no interaction). (6) The miRNA is hsa-miR-302a-5p with sequence ACUUAAACGUGGAUGUACUUGCU. The protein sequence of the target gene is MSPEPVPPPPPPQCPGCDRAEPIAQRLEEGDEAFRAGDYEMAAELFRSMLAGLAQPDRGLCLRLGDALARAGRLPEALGAFRGAARLGALRPEELEELAGGLVRAVGLRDRPLSAENPGGEPEAPGEGGPAPEPRAPRDLLGCPRCRRLLHKPVTLPCGLTVCKRCVEPGPARPQVRRVNVVLSGLLEKCFPAECRLRRLAGQARSLQRQQQPEAALLRCDQALELAPDDNSLLLLRAELYLTMKNYEQALQDASAACQNEPLLIKGHQVKAQALSGLGRSKEVLKEFLYCLALNPECNS.... Result: 1 (interaction). (7) The miRNA is hsa-miR-6865-3p with sequence ACACCCUCUUUCCCUACCGCC. The protein sequence of the target gene is MQYLNFPRMPNIMMFLEVAILCLWVVADASASSAKFGSTTPASAQQSDVELEPINGTLNYRLYAKKGRDDKPWFDGLDSRHIQCVRRARCYPTSNATNTCFGSKLPYELSSLDLTDFHTEKELNDKLNDYYALKHVPKCWAAIQPFLCAVFKPKCEKINGEDMVYLPSYEMCRITMEPCRILYNTTFFPKFLRCNETLFPTKCTNGARGMKFNGTGQCLSPLVPTDTSASYYPGIEGCGVRCKDPLYTDDEHRQIHKLIGWAGSICLLSNLFVVSTFFIDWKNANKYPAVIVFYINLCFL.... Result: 0 (no interaction).